The task is: Regression. Given a peptide amino acid sequence and an MHC pseudo amino acid sequence, predict their binding affinity value. This is MHC class I binding data.. This data is from Peptide-MHC class I binding affinity with 185,985 pairs from IEDB/IMGT. The peptide sequence is YCPGTTVTL. The MHC is HLA-A02:19 with pseudo-sequence HLA-A02:19. The binding affinity (normalized) is 0.0847.